Dataset: Reaction yield outcomes from USPTO patents with 853,638 reactions. Task: Predict the reaction yield, written as a fraction of the theoretical maximum amount of product (1.0 means a 100% yield; for example, 0.34 means a 34% yield). (1) The reactants are [O:1]1[C:5]2([CH2:10][CH2:9][CH:8]([NH:11][C:12]3[NH:16][N:15]=[CH:14][CH:13]=3)[CH2:7][CH2:6]2)[O:4][CH2:3][CH2:2]1.N12CCCN=C1CCCCC2.[C:28]([C:30]1[CH:35]=[CH:34][CH:33]=[CH:32][C:31]=1[C:36]1[CH:41]=[CH:40][C:39]([CH2:42][CH:43]([C:49](=O)[CH2:50][CH2:51][CH3:52])[C:44](OCC)=[O:45])=[CH:38][C:37]=1[N+:54]([O-:56])=[O:55])#[N:29].C(OCC)(=O)C. The catalyst is CCN(C1C=CC=CC=1)CC.O. The product is [O:4]1[C:5]2([CH2:6][CH2:7][CH:8]([N:11]3[C:44](=[O:45])[C:43]([CH2:42][C:39]4[CH:40]=[CH:41][C:36]([C:31]5[C:30]([C:28]#[N:29])=[CH:35][CH:34]=[CH:33][CH:32]=5)=[C:37]([N+:54]([O-:56])=[O:55])[CH:38]=4)=[C:49]([CH2:50][CH2:51][CH3:52])[N:16]4[N:15]=[CH:14][CH:13]=[C:12]34)[CH2:9][CH2:10]2)[O:1][CH2:2][CH2:3]1. The yield is 0.870. (2) The reactants are S(Cl)(Cl)=O.C(OC([N:12]1[CH2:18][CH2:17][C:16]2[CH:19]=[C:20]([C:23]([OH:25])=[O:24])[CH:21]=[CH:22][C:15]=2[CH2:14][CH2:13]1)=O)(C)(C)C.[CH3:26]O. No catalyst specified. The product is [CH2:14]1[C:15]2[CH:22]=[CH:21][C:20]([C:23]([O:25][CH3:26])=[O:24])=[CH:19][C:16]=2[CH2:17][CH2:18][NH:12][CH2:13]1. The yield is 1.00. (3) The product is [C:26]([O:30][C:31]([N:33]1[CH2:38][CH2:37][CH:36]([N:39]([CH2:40][C:41]2[CH:45]=[CH:44][S:43][CH:42]=2)[C:19]([NH:4][O:2][CH3:3])=[O:20])[CH2:35][CH2:34]1)=[O:32])([CH3:29])([CH3:27])[CH3:28]. The yield is 0.860. The catalyst is CC#N. The reactants are Cl.[O:2]([NH2:4])[CH3:3].CCN(C(C)C)C(C)C.C1N=CN([C:19](N2C=NC=C2)=[O:20])C=1.[C:26]([O:30][C:31]([N:33]1[CH2:38][CH2:37][CH:36]([NH:39][CH2:40][C:41]2[CH:45]=[CH:44][S:43][CH:42]=2)[CH2:35][CH2:34]1)=[O:32])([CH3:29])([CH3:28])[CH3:27].C([O-])(O)=O.[Na+]. (4) The reactants are [F:1][C:2]([F:10])([F:9])[C:3]1[O:7][N:6]=[C:5]([NH2:8])[CH:4]=1.Cl[C:12]([O:14][C:15]1[CH:20]=[CH:19][CH:18]=[CH:17][CH:16]=1)=[O:13].N1C=CC=CC=1. The catalyst is C(Cl)Cl. The product is [F:1][C:2]([F:10])([F:9])[C:3]1[O:7][N:6]=[C:5]([NH:8][C:12](=[O:13])[O:14][C:15]2[CH:20]=[CH:19][CH:18]=[CH:17][CH:16]=2)[CH:4]=1. The yield is 0.940. (5) The reactants are [C:1]([O:7][C:8]1[CH:13]=[CH:12][C:11]([C:14](=[O:34])[NH:15][CH2:16][C:17]2[N:21](C(=O)C(C)(C)C)[N:20]=[C:19]([C:28]3[CH:33]=[CH:32][N:31]=[CH:30][CH:29]=3)[N:18]=2)=[CH:10][CH:9]=1)(=[O:6])[C:2]([CH3:5])([CH3:4])[CH3:3].C([O-])(O)=O.[Na+]. The product is [C:1]([O:7][C:8]1[CH:13]=[CH:12][C:11]([C:14](=[O:34])[NH:15][CH2:16][C:17]2[NH:21][N:20]=[C:19]([C:28]3[CH:33]=[CH:32][N:31]=[CH:30][CH:29]=3)[N:18]=2)=[CH:10][CH:9]=1)(=[O:6])[C:2]([CH3:5])([CH3:4])[CH3:3]. The catalyst is CO. The yield is 0.760. (6) The reactants are Cl[C:2]1[CH:3]=[C:4]([NH:10][C:11]2[N:12]=[N:13][C:14]([O:17][C:18]([CH3:24])([CH3:23])[CH2:19][N:20]([CH3:22])[CH3:21])=[CH:15][CH:16]=2)[C:5](=[O:9])[N:6]([CH3:8])[N:7]=1.C([O:28][CH2:29][C:30]1[C:35]([N:36]2[N:45]=[CH:44][C:43]3[C:38](=[C:39]([F:50])[CH:40]=[C:41]([C:46]([CH3:49])([CH3:48])[CH3:47])[CH:42]=3)[C:37]2=[O:51])=[CH:34][CH:33]=[CH:32][C:31]=1[B-](F)(F)F)(=O)C.[K+].CC(C1C=C(C(C)C)C(C2C=CC=CC=2P(C2CCCCC2)C2CCCCC2)=C(C(C)C)C=1)C.[O-]P([O-])([O-])=O.[K+].[K+].[K+].[OH-].[Na+]. The catalyst is O.C1C=CC(/C=C/C(/C=C/C2C=CC=CC=2)=O)=CC=1.C1C=CC(/C=C/C(/C=C/C2C=CC=CC=2)=O)=CC=1.[Pd].CCCCO. The product is [C:46]([C:41]1[CH:42]=[C:43]2[C:38](=[C:39]([F:50])[CH:40]=1)[C:37](=[O:51])[N:36]([C:35]1[CH:34]=[CH:33][CH:32]=[C:31]([C:2]3[CH:3]=[C:4]([NH:10][C:11]4[N:12]=[N:13][C:14]([O:17][C:18]([CH3:24])([CH3:23])[CH2:19][N:20]([CH3:22])[CH3:21])=[CH:15][CH:16]=4)[C:5](=[O:9])[N:6]([CH3:8])[N:7]=3)[C:30]=1[CH2:29][OH:28])[N:45]=[CH:44]2)([CH3:49])([CH3:47])[CH3:48]. The yield is 0.470. (7) The reactants are [CH3:1][C:2]1[CH:9]=[CH:8][CH:7]=[CH:6][C:3]=1[CH:4]=O.[CH3:10][C:11]([CH3:13])=[O:12].[OH-].[Na+].O. The catalyst is C(O)C. The product is [CH3:1][C:2]1[CH:9]=[CH:8][CH:7]=[CH:6][C:3]=1[CH:4]=[CH:10][C:11](=[O:12])[CH:13]=[CH:1][C:2]1[CH:9]=[CH:8][CH:7]=[CH:6][C:3]=1[CH3:4]. The yield is 0.430. (8) The reactants are [CH2:1]([O:8][C:9]1[C:10]([C:16]([OH:18])=O)=[N:11][C:12]([Br:15])=[CH:13][CH:14]=1)[C:2]1[CH:7]=[CH:6][CH:5]=[CH:4][CH:3]=1.CN(C(ON1N=N[C:29]2[CH:30]=[CH:31][CH:32]=[N:33][C:28]1=2)=[N+](C)C)C.F[P-](F)(F)(F)(F)F.[C:43]1(N)C=CC=C[CH:44]=1. The catalyst is CN(C=O)C. The product is [CH2:32]([NH:33][C:16](=[O:18])[C:10]1[C:9]([O:8][CH2:1][C:2]2[CH:3]=[CH:4][CH:5]=[CH:6][CH:7]=2)=[CH:14][CH:13]=[C:12]([Br:15])[N:11]=1)[C:31]1[CH:44]=[CH:43][CH:28]=[CH:29][CH:30]=1. The yield is 0.932. (9) The reactants are [Br:1][C:2]1[CH:3]=[C:4]([S:8](Cl)(=[O:10])=[O:9])[CH:5]=[CH:6][CH:7]=1.[NH2:12][CH2:13][CH2:14][C:15]#[N:16]. The yield is 0.550. The product is [Br:1][C:2]1[CH:3]=[C:4]([S:8]([NH:16][CH2:15][CH2:14][C:13]#[N:12])(=[O:10])=[O:9])[CH:5]=[CH:6][CH:7]=1. No catalyst specified.